Dataset: Forward reaction prediction with 1.9M reactions from USPTO patents (1976-2016). Task: Predict the product of the given reaction. (1) Given the reactants [N+:1]([C:4]1[CH:11]=[CH:10][C:7]([CH:8]=O)=[CH:6][CH:5]=1)([O-:3])=[O:2].[CH3:12][C@H:13]1[CH2:18][NH:17][CH2:16][CH2:15][N:14]1[C:19]([O:21][C:22]([CH3:25])([CH3:24])[CH3:23])=[O:20].C(N(CC)CC)C.C(O[BH-](OC(=O)C)OC(=O)C)(=O)C.[Na+].C([O-])(O)=O.[Na+], predict the reaction product. The product is: [CH3:12][C@H:13]1[CH2:18][N:17]([CH2:8][C:7]2[CH:10]=[CH:11][C:4]([N+:1]([O-:3])=[O:2])=[CH:5][CH:6]=2)[CH2:16][CH2:15][N:14]1[C:19]([O:21][C:22]([CH3:23])([CH3:25])[CH3:24])=[O:20]. (2) The product is: [Cl:42][C:39]1[CH:38]=[CH:37][C:36]([N:33]2[CH2:32][CH2:31][N:30]([C:28](=[O:29])[CH2:27][N:6]3[C:7]([CH3:12])=[C:8]([N+:9]([O-:11])=[O:10])[C:4]([C:3]([F:13])([F:14])[C:2]([F:1])([F:19])[C:15]([F:17])([F:18])[F:16])=[N:5]3)[CH2:35][CH2:34]2)=[CH:41][CH:40]=1. Given the reactants [F:1][C:2]([F:19])([C:15]([F:18])([F:17])[F:16])[C:3]([F:14])([F:13])[C:4]1[C:8]([N+:9]([O-:11])=[O:10])=[C:7]([CH3:12])[NH:6][N:5]=1.C([O-])([O-])=O.[K+].[K+].Cl[CH2:27][C:28]([N:30]1[CH2:35][CH2:34][N:33]([C:36]2[CH:41]=[CH:40][C:39]([Cl:42])=[CH:38][CH:37]=2)[CH2:32][CH2:31]1)=[O:29].CN(C=O)C, predict the reaction product. (3) The product is: [Br:1][C:2]1[CH:3]=[CH:4][C:5]2[N:9]=[C:8]([CH:10]3[CH2:13][CH:12]([CH:14]=[O:15])[CH2:11]3)[N:7]([CH3:19])[C:6]=2[CH:17]=1. Given the reactants [Br:1][C:2]1[CH:3]=[CH:4][C:5]2[N:9]=[C:8]([CH:10]3[CH2:13][C:12](=[CH:14][O:15]C)[CH2:11]3)[NH:7][C:6]=2[CH:17]=1.Cl.[CH3:19]C#N, predict the reaction product. (4) Given the reactants [CH3:1]C([O-])(C)C.[K+].[Br:7][C:8]1[NH:12][CH:11]=[C:10]([C:13]([O:15][CH3:16])=[O:14])[CH:9]=1.CI, predict the reaction product. The product is: [Br:7][C:8]1[N:12]([CH3:1])[CH:11]=[C:10]([C:13]([O:15][CH3:16])=[O:14])[CH:9]=1. (5) Given the reactants [C:1]([NH:4][CH2:5][C:6]([NH:8][C:9]1[N:27]=[C:12]2[CH:13]=[CH:14][CH:15]=[C:16]([C:17]3[CH:22]=[CH:21][CH:20]=[C:19]([S:23]([CH3:26])(=[O:25])=[O:24])[CH:18]=3)[N:11]2[N:10]=1)=O)(=O)[CH3:2].COC1C=CC(P2(SP(C3C=CC(OC)=CC=3)(=S)S2)=[S:37])=CC=1, predict the reaction product. The product is: [CH3:2][C:1]1[S:37][C:6]([NH:8][C:9]2[N:27]=[C:12]3[CH:13]=[CH:14][CH:15]=[C:16]([C:17]4[CH:22]=[CH:21][CH:20]=[C:19]([S:23]([CH3:26])(=[O:25])=[O:24])[CH:18]=4)[N:11]3[N:10]=2)=[CH:5][N:4]=1. (6) Given the reactants [CH3:1][O:2][C:3]1[CH:4]=[C:5]2[C:9](=[CH:10][CH:11]=1)[NH:8][CH:7]=[C:6]2[CH2:12][CH2:13][NH2:14].[C:15]1([C:24]2[CH:29]=[CH:28][CH:27]=[CH:26][CH:25]=2)[CH:20]=[CH:19][C:18]([C:21](Cl)=[O:22])=[CH:17][CH:16]=1.C(N(CC)CC)C, predict the reaction product. The product is: [CH3:1][O:2][C:3]1[CH:4]=[C:5]2[C:9](=[CH:10][CH:11]=1)[NH:8][CH:7]=[C:6]2[CH2:12][CH2:13][NH:14][C:21]([C:18]1[CH:19]=[CH:20][C:15]([C:24]2[CH:25]=[CH:26][CH:27]=[CH:28][CH:29]=2)=[CH:16][CH:17]=1)=[O:22]. (7) Given the reactants [Cl:1][CH2:2][CH2:3][S:4][CH2:5][C:6]([OH:8])=O.[NH2:9][CH2:10][C@H:11]1[C@H:19]2[N:14]([C:15]3[CH:23]=[CH:22][C:21]([N:24]4[CH2:29][CH2:28][O:27][CH2:26][C:25]4=[O:30])=[CH:20][C:16]=3[O:17][CH2:18]2)[C:13](=[O:31])[O:12]1.CN(C(ON1N=NC2C=CC=NC1=2)=[N+](C)C)C.F[P-](F)(F)(F)(F)F, predict the reaction product. The product is: [Cl:1][CH2:2][CH2:3][S:4][CH2:5][C:6]([NH:9][CH2:10][C@H:11]1[C@H:19]2[N:14]([C:15]3[CH:23]=[CH:22][C:21]([N:24]4[CH2:29][CH2:28][O:27][CH2:26][C:25]4=[O:30])=[CH:20][C:16]=3[O:17][CH2:18]2)[C:13](=[O:31])[O:12]1)=[O:8]. (8) Given the reactants [Si:1]([O:8][CH2:9][C:10]1[N:11]([CH3:26])[C:12]2[C:17]([CH:18]=1)=[CH:16][C:15]1[C:19](=O)[CH2:20][CH2:21][CH2:22][CH:23]([CH3:24])[C:14]=1[CH:13]=2)([C:4]([CH3:7])([CH3:6])[CH3:5])([CH3:3])[CH3:2].[CH3:27][O:28][C:29]1[CH:36]=[C:35]([O:37][CH3:38])[CH:34]=[CH:33][C:30]=1[CH2:31][NH2:32].CCN(CC)CC, predict the reaction product. The product is: [Si:1]([O:8][CH2:9][C:10]1[N:11]([CH3:26])[C:12]2[C:17]([CH:18]=1)=[CH:16][C:15]1[C:19](=[N:32][CH2:31][C:30]3[CH:33]=[CH:34][C:35]([O:37][CH3:38])=[CH:36][C:29]=3[O:28][CH3:27])[CH2:20][CH2:21][CH2:22][CH:23]([CH3:24])[C:14]=1[CH:13]=2)([C:4]([CH3:5])([CH3:6])[CH3:7])([CH3:2])[CH3:3]. (9) Given the reactants [C:1]([N:5]1[CH2:10][CH2:9][N:8]([C:11](OC(C)(C)C)=[O:12])[C@@H:7]([C:18]([N:20]2[CH2:25][CH2:24][NH:23][CH2:22][CH2:21]2)=[O:19])[CH2:6]1)([CH3:4])([CH3:3])[CH3:2].[C:26]([C:28]1[CH:33]=[CH:32][C:31]([NH:34][C:35](=O)[O:36]C2C=CC=CC=2)=[CH:30][C:29]=1[C:44]([F:47])([F:46])[F:45])#[N:27], predict the reaction product. The product is: [NH3:5].[CH3:11][OH:12].[C:1]([N:5]1[CH2:10][CH2:9][NH:8][C@@H:7]([C:18]([N:20]2[CH2:25][CH2:24][N:23]([C:35]([NH:34][C:31]3[CH:32]=[CH:33][C:28]([C:26]#[N:27])=[C:29]([C:44]([F:45])([F:47])[F:46])[CH:30]=3)=[O:36])[CH2:22][CH2:21]2)=[O:19])[CH2:6]1)([CH3:4])([CH3:2])[CH3:3]. (10) Given the reactants [OH:1][C:2]([CH3:26])([CH3:25])[CH2:3][C:4]1[CH:5]=[C:6]([CH:22]=[CH:23][CH:24]=1)[O:7][C:8]1[CH2:12][N:11]([C@@H:13]([CH2:17][CH:18]([CH3:20])[CH3:19])[C:14]([OH:16])=O)[C:10](=[O:21])[CH:9]=1.[CH3:27][N:28]1[CH:32]=[CH:31][C:30]([NH2:33])=[N:29]1.C(N(CC)C(C)C)(C)C.F[P-](F)(F)(F)(F)F.N1(O[P+](N(C)C)(N(C)C)N(C)C)C2C=CC=CC=2N=N1, predict the reaction product. The product is: [CH3:27][N:28]1[CH:32]=[CH:31][C:30]([NH:33][C:14](=[O:16])[C@@H:13]([N:11]2[CH2:12][C:8]([O:7][C:6]3[CH:22]=[CH:23][CH:24]=[C:4]([CH2:3][C:2]([OH:1])([CH3:26])[CH3:25])[CH:5]=3)=[CH:9][C:10]2=[O:21])[CH2:17][CH:18]([CH3:19])[CH3:20])=[N:29]1.